This data is from Forward reaction prediction with 1.9M reactions from USPTO patents (1976-2016). The task is: Predict the product of the given reaction. (1) Given the reactants [NH2:1][C@@H:2]([CH2:6][C:7]1[CH:12]=[CH:11][C:10]([C:13]2[C:14](=[O:22])[N:15]([CH3:21])[N:16]=[CH:17][C:18]=2[O:19][CH3:20])=[CH:9][CH:8]=1)[C:3]([OH:5])=[O:4].[CH3:23]OC(OC)(C)C.Cl, predict the reaction product. The product is: [CH3:23][O:4][C:3](=[O:5])[CH:2]([NH2:1])[CH2:6][C:7]1[CH:8]=[CH:9][C:10]([C:13]2[C:14](=[O:22])[N:15]([CH3:21])[N:16]=[CH:17][C:18]=2[O:19][CH3:20])=[CH:11][CH:12]=1. (2) Given the reactants Cl[C:2]([C:4]1[CH:13]=[CH:12][C:7]([C:8]([O:10][CH3:11])=[O:9])=[CH:6][CH:5]=1)=[O:3].[C:14]([NH:17][C:18]1[CH:23]=[CH:22][CH:21]=[CH:20][CH:19]=1)(=[O:16])[CH3:15].[Al+3].[Cl-].[Cl-].[Cl-].O, predict the reaction product. The product is: [CH3:11][O:10][C:8](=[O:9])[C:7]1[CH:12]=[CH:13][C:4]([C:2](=[O:3])[C:21]2[CH:22]=[CH:23][C:18]([NH:17][C:14](=[O:16])[CH3:15])=[CH:19][CH:20]=2)=[CH:5][CH:6]=1.